Dataset: Full USPTO retrosynthesis dataset with 1.9M reactions from patents (1976-2016). Task: Predict the reactants needed to synthesize the given product. (1) Given the product [ClH:15].[CH2:16]([O:18][C:19]([C:21]1([NH2:32])[CH2:5][C:4]2[C:3](=[C:2]([F:1])[CH:10]=[CH:9][C:8]=2[F:11])[CH2:12]1)=[O:20])[CH3:17], predict the reactants needed to synthesize it. The reactants are: [F:1][C:2]1[CH:10]=[CH:9][C:8]([F:11])=[C:4]([C:5](O)=O)[C:3]=1[C:12](O)=O.[ClH:15].[CH2:16]([O:18][C:19]([C:21]1([NH2:32])CC2C(=CC=C(F)C=2F)C1)=[O:20])[CH3:17]. (2) Given the product [CH2:8]1[CH2:18][CH2:17][N:16]2[C:11](=[N:12][CH2:13][CH2:14][CH2:15]2)[CH2:10][CH2:9]1.[C:1]1([OH:7])[CH:6]=[CH:5][CH:4]=[CH:3][CH:2]=1, predict the reactants needed to synthesize it. The reactants are: [C:1]1([OH:7])[CH:6]=[CH:5][CH:4]=[CH:3][CH:2]=1.[CH2:8]1[CH2:18][CH2:17][N:16]2[C:11](=[N:12][CH2:13][CH2:14][CH2:15]2)[CH2:10][CH2:9]1. (3) Given the product [CH3:9][O:8][C:5]1[CH:4]=[CH:3][C:2]([C:19]2[CH:27]=[C:26]3[C:22]([C:23](/[CH:36]=[CH:37]/[C:38]4[CH:43]=[CH:42][CH:41]=[CH:40][CH:39]=4)=[N:24][N:25]3[CH2:28][O:29][CH2:30][CH2:31][Si:32]([CH3:33])([CH3:34])[CH3:35])=[CH:21][CH:20]=2)=[CH:7][N:6]=1, predict the reactants needed to synthesize it. The reactants are: Br[C:2]1[CH:3]=[CH:4][C:5]([O:8][CH3:9])=[N:6][CH:7]=1.C[Sn](C)C.C[Sn](C)C.I[C:19]1[CH:27]=[C:26]2[C:22]([C:23](/[CH:36]=[CH:37]/[C:38]3[CH:43]=[CH:42][CH:41]=[CH:40][CH:39]=3)=[N:24][N:25]2[CH2:28][O:29][CH2:30][CH2:31][Si:32]([CH3:35])([CH3:34])[CH3:33])=[CH:21][CH:20]=1. (4) Given the product [ClH:23].[Cl:23][C:22]1[C:17]([C:15]([N:14]([CH2:13][C@@H:9]2[CH2:10][CH2:11][CH2:12][NH:8]2)[C:26]2[CH:31]=[CH:30][CH:29]=[C:28]([C:32]3[O:33][C:34](=[O:38])[N:35]([CH3:37])[N:36]=3)[CH:27]=2)=[S:16])=[C:18]([Cl:25])[N:19]=[C:20]([CH3:24])[N:21]=1, predict the reactants needed to synthesize it. The reactants are: C(OC([N:8]1[CH2:12][CH2:11][CH2:10][C@H:9]1[CH2:13][N:14]([C:26]1[CH:31]=[CH:30][CH:29]=[C:28]([C:32]2[O:33][C:34](=[O:38])[N:35]([CH3:37])[N:36]=2)[CH:27]=1)[C:15]([C:17]1[C:18]([Cl:25])=[N:19][C:20]([CH3:24])=[N:21][C:22]=1[Cl:23])=[S:16])=O)(C)(C)C.Cl.C(OCC)(=O)C. (5) The reactants are: Br[C:2]1[CH:3]=[CH:4][C:5]2=[C:6]([CH:29]=1)[N:7]=[C:8]([NH:21]C(=O)OC(C)(C)C)[CH2:9][C:10]([C:12](=[O:20])[N:13]([CH2:17][CH2:18][CH3:19])[CH2:14][CH2:15][CH3:16])=[CH:11]2.[CH2:30]([O:32][C:33]([C:35]1[CH:40]=[CH:39][C:38](B(O)O)=[CH:37][CH:36]=1)=[O:34])[CH3:31]. Given the product [NH2:21][C:8]1[CH2:9][C:10]([C:12](=[O:20])[N:13]([CH2:14][CH2:15][CH3:16])[CH2:17][CH2:18][CH3:19])=[CH:11][C:5]2[CH:4]=[CH:3][C:2]([C:38]3[CH:39]=[CH:40][C:35]([C:33]([O:32][CH2:30][CH3:31])=[O:34])=[CH:36][CH:37]=3)=[CH:29][C:6]=2[N:7]=1, predict the reactants needed to synthesize it. (6) Given the product [F:1][C:2]1[C:3]([NH:28][C@@H:29]([C:37]([CH3:40])([CH3:39])[CH3:38])/[CH:30]=[CH:31]/[C:32]([OH:34])=[O:33])=[N:4][C:5]([C:8]2[C:16]3[C:11](=[N:12][CH:13]=[C:14]([F:17])[CH:15]=3)[NH:10][CH:9]=2)=[N:6][CH:7]=1, predict the reactants needed to synthesize it. The reactants are: [F:1][C:2]1[C:3]([NH:28][C@H:29]([C:37]([CH3:40])([CH3:39])[CH3:38])/[CH:30]=[CH:31]/[C:32]([O:34]CC)=[O:33])=[N:4][C:5]([C:8]2[C:16]3[C:11](=[N:12][CH:13]=[C:14]([F:17])[CH:15]=3)[N:10](S(C3C=CC(C)=CC=3)(=O)=O)[CH:9]=2)=[N:6][CH:7]=1.[Li+].[OH-].Cl. (7) Given the product [F:1][C:2]1[CH:7]=[C:6]([C:32]2[C:33]([O:40][CH3:41])=[N:34][C:35]([CH3:39])=[CH:36][C:37]=2[CH3:38])[C:5]([F:17])=[CH:4][C:3]=1[C:18]1[N:22]([C@H:23]2[CH2:27][CH2:26][O:25][CH2:24]2)[N:21]=[CH:20][C:19]=1[C:28]([O:30][CH2:49][CH3:50])=[O:29], predict the reactants needed to synthesize it. The reactants are: [F:1][C:2]1[CH:7]=[C:6](B2OC(C)(C)C(C)(C)O2)[C:5]([F:17])=[CH:4][C:3]=1[C:18]1[N:22]([C@H:23]2[CH2:27][CH2:26][O:25][CH2:24]2)[N:21]=[CH:20][C:19]=1[C:28]([O-:30])=[O:29].Br[C:32]1[C:33]([O:40][CH3:41])=[N:34][C:35]([CH3:39])=[CH:36][C:37]=1[CH3:38].C(=O)([O-])[O-].[Cs+].[Cs+].O1CCO[CH2:50][CH2:49]1. (8) Given the product [NH2:36][C@H:35]1[CH2:30][CH2:31][C@H:32]([NH:37][C:2]2[CH:3]=[C:4]([N:14]([CH2:21][C:22]3[CH:27]=[CH:26][C:25]([O:28][CH3:29])=[CH:24][CH:23]=3)[C:15]3[CH:20]=[CH:19][CH:18]=[CH:17][CH:16]=3)[C:5]3[N:6]([C:8]([C:11]([NH2:13])=[O:12])=[CH:9][N:10]=3)[N:7]=2)[CH2:33][CH2:34]1, predict the reactants needed to synthesize it. The reactants are: Cl[C:2]1[CH:3]=[C:4]([N:14]([CH2:21][C:22]2[CH:27]=[CH:26][C:25]([O:28][CH3:29])=[CH:24][CH:23]=2)[C:15]2[CH:20]=[CH:19][CH:18]=[CH:17][CH:16]=2)[C:5]2[N:6]([C:8]([C:11]([NH2:13])=[O:12])=[CH:9][N:10]=2)[N:7]=1.[CH2:30]1[CH:35]([NH2:36])[CH2:34][CH2:33][CH:32]([NH2:37])[CH2:31]1.